Dataset: Peptide-MHC class II binding affinity with 134,281 pairs from IEDB. Task: Regression. Given a peptide amino acid sequence and an MHC pseudo amino acid sequence, predict their binding affinity value. This is MHC class II binding data. (1) The peptide sequence is KELQIVDKIDAAFKI. The MHC is DRB1_0802 with pseudo-sequence DRB1_0802. The binding affinity (normalized) is 0.527. (2) The peptide sequence is EKKYFAATQSEPLAA. The MHC is HLA-DQA10501-DQB10301 with pseudo-sequence HLA-DQA10501-DQB10301. The binding affinity (normalized) is 0.299. (3) The peptide sequence is SQDQELSWNLNGLQAY. The MHC is DRB1_0401 with pseudo-sequence DRB1_0401. The binding affinity (normalized) is 0.397. (4) The peptide sequence is PDAEKIVAAVIEKKL. The MHC is DRB1_1501 with pseudo-sequence DRB1_1501. The binding affinity (normalized) is 0.392. (5) The peptide sequence is PKYVKQNTLKLAT. The MHC is DRB1_0801 with pseudo-sequence DRB1_0801. The binding affinity (normalized) is 0.162. (6) The peptide sequence is DVKTPGGGQIVGGVY. The MHC is HLA-DQA10501-DQB10301 with pseudo-sequence HLA-DQA10501-DQB10301. The binding affinity (normalized) is 0.810. (7) The peptide sequence is KDGRKLVVPCRPQDELI. The MHC is DRB1_0101 with pseudo-sequence DRB1_0101. The binding affinity (normalized) is 0.504. (8) The peptide sequence is LKLTSGKIASCLNDN. The MHC is HLA-DQA10501-DQB10301 with pseudo-sequence HLA-DQA10501-DQB10301. The binding affinity (normalized) is 0.667.